Task: Predict the product of the given reaction.. Dataset: Forward reaction prediction with 1.9M reactions from USPTO patents (1976-2016) (1) Given the reactants Cl[C:2]1[C:11]2[C:6](=[CH:7][CH:8]=[CH:9][CH:10]=2)[C:5]([Cl:12])=[N:4][N:3]=1.[CH3:13][O:14][C:15]([C:17]1[CH:22]=[CH:21][C:20](B(O)O)=[CH:19][CH:18]=1)=[O:16].[O-]P([O-])([O-])=O.[K+].[K+].[K+].[OH-].[Na+], predict the reaction product. The product is: [Cl:12][C:5]1[C:6]2[C:11](=[CH:10][CH:9]=[CH:8][CH:7]=2)[C:2]([C:20]2[CH:21]=[CH:22][C:17]([C:15]([O:14][CH3:13])=[O:16])=[CH:18][CH:19]=2)=[N:3][N:4]=1. (2) The product is: [Br:1][C:2]1[CH:3]=[C:4]([OH:10])[CH:5]=[C:6]([OH:8])[CH:7]=1. Given the reactants [Br:1][C:2]1[CH:7]=[C:6]([O:8]C)[CH:5]=[C:4]([O:10]C)[CH:3]=1.B(Br)(Br)Br, predict the reaction product.